Dataset: Full USPTO retrosynthesis dataset with 1.9M reactions from patents (1976-2016). Task: Predict the reactants needed to synthesize the given product. (1) Given the product [C:29]([C:27]1[CH:26]=[CH:25][N:24]=[C:23]([C:21]([N:19]2[CH2:18][CH2:17][C:15]3[N:16]=[C:11]([NH:10][CH:2]4[CH2:1][C:9]5[C:4](=[CH:5][CH:6]=[CH:7][CH:8]=5)[CH2:3]4)[N:12]=[CH:13][C:14]=3[CH2:20]2)=[O:22])[CH:28]=1)#[CH:30], predict the reactants needed to synthesize it. The reactants are: [CH2:1]1[C:9]2[C:4](=[CH:5][CH:6]=[CH:7][CH:8]=2)[CH2:3][CH:2]1[NH:10][C:11]1[N:12]=[CH:13][C:14]2[CH2:20][N:19]([C:21]([C:23]3[CH:28]=[C:27]([C:29]#[C:30][Si](C)(C)C)[CH:26]=[CH:25][N:24]=3)=[O:22])[CH2:18][CH2:17][C:15]=2[N:16]=1.[F-].C([N+](CCCC)(CCCC)CCCC)CCC. (2) Given the product [CH2:24]([C:19]1[CH:20]=[C:21]([CH3:23])[CH:22]=[C:17]([CH2:15][CH3:16])[C:18]=1[C:2]1[C:3](=[O:14])[CH:4]2[CH:9]([C:10]=1[O:11][CH3:12])[CH:8]1[O:13][CH:5]2[CH2:6][CH2:7]1)[CH3:25], predict the reactants needed to synthesize it. The reactants are: Br[C:2]1[C:3](=[O:14])[CH:4]2[CH:9]([C:10]=1[O:11][CH3:12])[CH:8]1[O:13][CH:5]2[CH2:6][CH2:7]1.[CH2:15]([C:17]1[CH:22]=[C:21]([CH3:23])[CH:20]=[C:19]([CH2:24][CH3:25])[C:18]=1B(O)O)[CH3:16].C1(P(C2CCCCC2)C2C=CC=CC=2C2C(OC)=CC=CC=2OC)CCCCC1.P([O-])([O-])([O-])=O.[K+].[K+].[K+]. (3) Given the product [ClH:33].[CH2:3]([O:10][C:11]1[CH:12]=[C:13]([CH2:17][CH2:18][N:19]([CH2:31][CH:28]2[CH2:29][CH2:30][O:26][CH2:27]2)[CH2:20][C:21]([N:23]([CH3:24])[CH3:25])=[O:22])[CH:14]=[CH:15][CH:16]=1)[C:4]1[CH:9]=[CH:8][CH:7]=[CH:6][CH:5]=1, predict the reactants needed to synthesize it. The reactants are: [BH4-].[Na+].[CH2:3]([O:10][C:11]1[CH:12]=[C:13]([CH2:17][CH2:18][NH:19][CH2:20][C:21]([N:23]([CH3:25])[CH3:24])=[O:22])[CH:14]=[CH:15][CH:16]=1)[C:4]1[CH:9]=[CH:8][CH:7]=[CH:6][CH:5]=1.[O:26]1[CH2:30][CH2:29][CH:28]([CH:31]=O)[CH2:27]1.[Cl-:33].[NH4+]. (4) Given the product [CH3:23][N:24]1[C:32](=[O:33])[C:31]2[N:30]([C@@H:34]([CH3:38])[C:35]([NH:20][C:18]3[CH:17]=[CH:16][CH:15]=[C:14]([C:11]4[CH:10]=[N:9][C:8]([N:4]5[CH2:5][CH2:6][CH2:7][C@H:3]5[C:2]([F:1])([F:21])[F:22])=[N:13][CH:12]=4)[N:19]=3)=[O:36])[CH:29]=[N:28][C:27]=2[N:26]([CH3:39])[C:25]1=[O:40], predict the reactants needed to synthesize it. The reactants are: [F:1][C:2]([F:22])([F:21])[C@@H:3]1[CH2:7][CH2:6][CH2:5][N:4]1[C:8]1[N:13]=[CH:12][C:11]([C:14]2[N:19]=[C:18]([NH2:20])[CH:17]=[CH:16][CH:15]=2)=[CH:10][N:9]=1.[CH3:23][N:24]1[C:32](=[O:33])[C:31]2[N:30]([C@@H:34]([CH3:38])[C:35](O)=[O:36])[CH:29]=[N:28][C:27]=2[N:26]([CH3:39])[C:25]1=[O:40].C1C=NC2N(O)N=NC=2C=1.C1CCC(N=C=NC2CCCCC2)CC1.N1C=CC=CC=1. (5) Given the product [OH:33][N:32]=[C:1]([C:3]1[CH:30]=[C:6]2[CH2:7][N:8]([C:12]([O:14][CH2:15][C:16]3[CH:17]=[C:18]([C:26]([F:29])([F:28])[F:27])[CH:19]=[C:20]([C:22]([F:25])([F:23])[F:24])[CH:21]=3)=[O:13])[CH2:9][CH2:10][CH2:11][N:5]2[N:4]=1)[NH2:2], predict the reactants needed to synthesize it. The reactants are: [C:1]([C:3]1[CH:30]=[C:6]2[CH2:7][N:8]([C:12]([O:14][CH2:15][C:16]3[CH:21]=[C:20]([C:22]([F:25])([F:24])[F:23])[CH:19]=[C:18]([C:26]([F:29])([F:28])[F:27])[CH:17]=3)=[O:13])[CH2:9][CH2:10][CH2:11][N:5]2[N:4]=1)#[N:2].Cl.[NH2:32][OH:33].C(N(CC)CC)C.